This data is from Experimentally validated miRNA-target interactions with 360,000+ pairs, plus equal number of negative samples. The task is: Binary Classification. Given a miRNA mature sequence and a target amino acid sequence, predict their likelihood of interaction. (1) The miRNA is hsa-miR-8485 with sequence CACACACACACACACACGUAU. The protein sequence of the target gene is MALVRGAEPAAGPSRWLPTHVQVTVLRARGLRGKSSGAGSTSDAYTVIQVGREKYSTSVVEKTHGCPEWREECSFELPPGALDGLLRAQEADAGPAPWAASSAAACELVLTTMHRSLIGVDKFLGQATVALDEVFGAGRAQHTQWYKLHSKPGKKEKERGEIEVTIQFTRNNLSASMFDLSMKDKPRSPFSKIRDKMKGKKKYDLESASAILPSSAIEDPDLGSLGKMGKAKGFFLRNKLRKSSLTQSNTSLGSDSTLSSASGSLAYQGPGAELLTRSPSRSSWLSTEGGRDSAQSPKLF.... Result: 1 (interaction). (2) The miRNA is hsa-miR-6831-5p with sequence UAGGUAGAGUGUGAGGAGGAGGUC. The protein sequence of the target gene is MLPARLPFRLLSLFLRGSAPTAARHGLREPLLERRCAAASSFQHSSSLGRELPYDPVDTEGFGEGGDMQERFLFPEYILDPEPQPTREKQLQELQQQQEEEERQRQQRREERRQQNLRARSREHPVVGHPDPALPPSGVNCSGCGAELHCQDAGVPGYLPREKFLRTAEADGGLARTVCQRCWLLSHHRRALRLQVSREQYLELVSAALRRPGPSLVLYMVDLLDLPDALLPDLPALVGPKQLIVLGNKVDLLPQDAPGYRQRLRERLWEDCARAGLLLAPGHQGPQRPVKDEPQDGENP.... Result: 1 (interaction). (3) The miRNA is hsa-miR-6807-5p with sequence GUGAGCCAGUGGAAUGGAGAGG. The protein sequence of the target gene is MAAGPAPPPGRPRAQMPHLRKMERVVVSMQDPDQGVKMRSQRLLVTVIPHAVTGSDVVQWLAQKFCVSEEEALHLGAVLVQHGYIYPLRDPRSLMLRPDETPYRFQTPYFWTSTLRPAAELDYAIYLAKKNIRKRGTLVDYEKDCYDRLHKKINHAWDLVLMQAREQLRAAKQRSKGDRLVIACQEQTYWLVNRPPPGAPDVLEQGPGRGSCAASRVLMTKSADFHKREIEYFRKALGRTRVKSSVCLEAYLSFCGQRGPHDPLVSGCLPSNPWISDNDAYWVMNAPTVAAPTKLRVERW.... Result: 1 (interaction). (4) The miRNA is hsa-miR-3714 with sequence GAAGGCAGCAGUGCUCCCCUGU. Result: 0 (no interaction). The protein sequence of the target gene is MSGVRAVRISIESACEKQVQEVGLDGTETYLQPLSMSQNLARLAQRIDFSQGSGSEEEEAAGPDGDAPDWGGAGADQDDEEGLVKFQPSLWPWDSVRNNLRSALTEMCVLYDVLSIVRDKKFMTLDPVSQDALPPKQSPQTLQLISKKKSLAGAAQILLKGAERLTKSVAENQENKLQRDFNSELLRLRQHWKLRKVGDKILGDLSYRSAGSLFPHHGTFEVIKNTDIDLDKKIPEDYCPLDVQIPSDLEGSAYIKVSIQKQAPDIGDLGTVNLFKRPLPKSKPGSPHWQTKLEAAQNVL.... (5) The miRNA is hsa-miR-3648 with sequence AGCCGCGGGGAUCGCCGAGGG. The protein sequence of the target gene is MNFSVITCPNGGTNQGLLPYLMALDQYQLEEFKLCLEPQQLMDFWSAPQGHFPRIPWANLRAADPLNLSFLLDEHFPKGQAWKVVLGIFQTMNLTSLCEKVRAEMKENVQTQELQDPTQEDLEMLEAAAGNMQTQGCQDPNQEELDELEEETGNVQAQGCQDPNQEEPEMLEEADHRRKYRENMKAELLETWDNISWPKDHVYIRNTSKDEHEELQRLLDPNRTRAQAQTIVLVGRAGVGKTTLAMQAMLHWANGVLFQQRFSYVFYLSCHKIRYMKETTFAELISLDWPDFDAPIEEFM.... Result: 0 (no interaction). (6) The protein sequence of the target gene is MSSPEPPTEPPEPDNPTWSTQPTYSNLGQIRAHLLPSKACRLRTPGSLSTNPEPLPPPLPKKILTRTQSLPTRRTLHPSSIQVQPPRRPFLGSHSVDKSQAAVGPACLPAELTFGPADAPLGLSLRDLHSPEAVHTALAARQLQGLRTIYARLRARLMGGHPGPCHPGHSFRLLDSSPCAESGDALYYRVVRAHEDAWHILVAKVPKPGADVPHPWGLELQASLSPHFNLQGLCGLVPEGTLPGAPWRGAVALAAEVPERTVAQWLAEACTQPPEEFVWAVALLLLQLSAALKFLEAWGA.... The miRNA is hsa-miR-92a-3p with sequence UAUUGCACUUGUCCCGGCCUGU. Result: 0 (no interaction). (7) The miRNA is hsa-miR-585-5p with sequence CUAGCACACAGAUACGCCCAGA. The protein sequence of the target gene is MKAFSPVRSVRKNSLSDHSLGISRSKTPVDDPMSLLYNMNDCYSKLKELVPSIPQNKKVTKMEILQHVIDYILDLQIALDSHPTIVSLHHQRPGQNQASRTPLTTLNTDISILSLQASEFPSELMSNDSKVLCG. Result: 0 (no interaction). (8) The miRNA is hsa-miR-1238-3p with sequence CUUCCUCGUCUGUCUGCCCC. The protein sequence of the target gene is METLESELTCPICLELFEDPLLLPCAHSLCFNCAHRILVSHCATNESVESITAFQCPTCRHVITLSQRGLDGLKRNVTLQNIIDRFQKASVSGPNSPSETRRERAFDANTMTSAEKVLCQFCDQDPAQDAVKTCVTCEVSYCDECLKATHPNKKPFTGHRLIEPIPDSHIRGLMCLEHEDEKVNMYCVTDDQLICALCKLVGRHRDHQVAALSERYDKLKQNLESNLTNLIKRNTELETLLAKLIQTCQHVEVNASRQEAKLTEECDLLIEIIQQRRQIIGTKIKEGKVMRLRKLAQQIA.... Result: 1 (interaction). (9) Result: 1 (interaction). The miRNA is hsa-miR-3924 with sequence AUAUGUAUAUGUGACUGCUACU. The protein sequence of the target gene is MAPNIYLVRQRISRLGQRMSGFQINLNPLKEPLGFIKVLEWIASIFAFATCGGFKGQTEIQVNCPPAVTENKTVTATFGYPFRLNEASFQPPPGVNICDVNWKDYVLIGDYSSSAQFYVTFAVFVFLYCIAALLLYVGYTSLYLDSRKLPMIDFVVTLVATFLWLVSTSAWAKALTDIKIATGHNIIDELPPCKKKAVLCYFGSVTSMGSLNVSVIFGFLNMILWGGNAWFVYKETSLHSPSNTSAPHSQGGIPPPTGI. (10) The miRNA is hsa-miR-4252 with sequence GGCCACUGAGUCAGCACCA. The protein sequence of the target gene is MAAPAPVTRQVSGAAALVPAPSGPDSGQPLAAAVAELPVLDARGQRVPFGALFRERRAVVVFVRHFLCYICKEYVEDLAKIPRSFLQEANVTLIVIGQSSYHHIEPFCKLTGYSHEIYVDPEREIYKRLGMKRGEEIASSGQSPHIKSNLLSGSLQSLWRAVTGPLFDFQGDPAQQGGTLILGPGNNIHFIHRDRNRLDHKPINSVLQLVGVQHVNFTNRPSVIHV. Result: 1 (interaction).